This data is from Full USPTO retrosynthesis dataset with 1.9M reactions from patents (1976-2016). The task is: Predict the reactants needed to synthesize the given product. (1) Given the product [Cl:35][C:30]1[CH:29]=[C:28]([CH:33]=[CH:32][C:31]=1[F:34])[NH:27][C:17]1[C:16]2[C:21](=[CH:22][C:23]([O:25][CH3:26])=[CH:24][C:15]=2[O:14][CH:11]2[CH2:10][CH2:9][NH:8][CH2:13][CH2:12]2)[N:20]=[CH:19][N:18]=1, predict the reactants needed to synthesize it. The reactants are: C(OC([N:8]1[CH2:13][CH2:12][CH:11]([O:14][C:15]2[CH:24]=[C:23]([O:25][CH3:26])[CH:22]=[C:21]3[C:16]=2[C:17]([NH:27][C:28]2[CH:33]=[CH:32][C:31]([F:34])=[C:30]([Cl:35])[CH:29]=2)=[N:18][CH:19]=[N:20]3)[CH2:10][CH2:9]1)=O)(C)(C)C. (2) Given the product [C:26]([O:30][C:31](=[O:43])[CH2:32][O:33][C:34]1[CH:39]=[CH:38][C:37]([Cl:40])=[CH:36][C:35]=1[C:41]#[C:42][C:45]1[CH:50]=[C:49]([CH2:51][O:52][CH3:53])[CH:48]=[CH:47][C:46]=1[F:54])([CH3:29])([CH3:28])[CH3:27], predict the reactants needed to synthesize it. The reactants are: C(OC(=O)COC1C=CC(Cl)=CC=1C#CC1C=NC=CC=1C)(C)(C)C.[C:26]([O:30][C:31](=[O:43])[CH2:32][O:33][C:34]1[CH:39]=[CH:38][C:37]([Cl:40])=[CH:36][C:35]=1[C:41]#[CH:42])([CH3:29])([CH3:28])[CH3:27].Br[C:45]1[CH:50]=[C:49]([CH2:51][O:52][CH3:53])[CH:48]=[CH:47][C:46]=1[F:54].